This data is from Full USPTO retrosynthesis dataset with 1.9M reactions from patents (1976-2016). The task is: Predict the reactants needed to synthesize the given product. (1) Given the product [Cl:1][CH2:2][CH:3]1[C:11]2[C:10]3[CH:12]=[CH:13][CH:14]=[C:15]([C:16]#[N:17])[C:9]=3[C:8]([N+:24]([O-:26])=[O:25])=[CH:7][C:6]=2[N:5]([C:18](=[O:23])[C:19]([F:22])([F:20])[F:21])[CH2:4]1, predict the reactants needed to synthesize it. The reactants are: [Cl:1][CH2:2][CH:3]1[C:11]2[C:10]3[CH:12]=[CH:13][CH:14]=[C:15]([C:16]#[N:17])[C:9]=3[CH:8]=[CH:7][C:6]=2[N:5]([C:18](=[O:23])[C:19]([F:22])([F:21])[F:20])[CH2:4]1.[N+:24]([O-])([OH:26])=[O:25]. (2) Given the product [CH:1]12[CH2:7][CH:4]([CH2:5][CH2:6]1)[CH2:3][CH:2]2[Si:9]([CH3:11])([CH3:8])[Cl:10], predict the reactants needed to synthesize it. The reactants are: [CH:1]12[CH2:7][CH:4]([CH2:5][CH2:6]1)[CH:3]=[CH:2]2.[CH3:8][SiH:9]([CH3:11])[Cl:10].